Task: Predict the reactants needed to synthesize the given product.. Dataset: Full USPTO retrosynthesis dataset with 1.9M reactions from patents (1976-2016) Given the product [CH2:11]([O:18][C:19]1[CH:46]=[C:45]([O:47][CH2:9][CH2:8][Br:7])[CH:44]=[CH:43][C:20]=1[C:21]([NH:23][C:24]1[CH:36]=[C:35]([C:37]2[CH:42]=[CH:41][CH:40]=[CH:39][CH:38]=2)[CH:34]=[CH:33][C:25]=1[C:26]([O:28][C:29]([CH3:32])([CH3:31])[CH3:30])=[O:27])=[O:22])[C:12]1[CH:17]=[CH:16][CH:15]=[CH:14][CH:13]=1, predict the reactants needed to synthesize it. The reactants are: C(=O)([O-])[O-].[K+].[K+].[Br:7][CH2:8][CH2:9]Br.[CH2:11]([O:18][C:19]1[CH:46]=[C:45]([OH:47])[CH:44]=[CH:43][C:20]=1[C:21]([NH:23][C:24]1[CH:36]=[C:35]([C:37]2[CH:42]=[CH:41][CH:40]=[CH:39][CH:38]=2)[CH:34]=[CH:33][C:25]=1[C:26]([O:28][C:29]([CH3:32])([CH3:31])[CH3:30])=[O:27])=[O:22])[C:12]1[CH:17]=[CH:16][CH:15]=[CH:14][CH:13]=1.C(O)(=O)CC(CC(O)=O)(C(O)=O)O.